Dataset: Full USPTO retrosynthesis dataset with 1.9M reactions from patents (1976-2016). Task: Predict the reactants needed to synthesize the given product. (1) Given the product [OH:34][C@@H:33]([CH2:37][OH:36])[CH2:32][O:1][C:2]1[CH:3]=[C:4]([C:8]2[CH:9]=[CH:10][C:11]3[N:17]4[CH2:18][C@H:14]([CH2:15][CH2:16]4)[N:13]([C:19]([NH:21][C:22]4[CH:27]=[CH:26][CH:25]=[CH:24][N:23]=4)=[O:20])[C:12]=3[N:28]=2)[CH:5]=[CH:6][CH:7]=1, predict the reactants needed to synthesize it. The reactants are: [OH:1][C:2]1[CH:3]=[C:4]([C:8]2[CH:9]=[CH:10][C:11]3[N:17]4[CH2:18][C@H:14]([CH2:15][CH2:16]4)[N:13]([C:19]([NH:21][C:22]4[CH:27]=[CH:26][CH:25]=[CH:24][N:23]=4)=[O:20])[C:12]=3[N:28]=2)[CH:5]=[CH:6][CH:7]=1.[H-].[Na+].Cl[CH2:32][C@@H:33]1[CH2:37][O:36]C(C)(C)[O:34]1. (2) Given the product [F:1][C:2]1[CH:7]=[C:6]([I:8])[CH:5]=[CH:4][C:3]=1[NH:9][C:10]1[N:11]([CH3:22])[C:12](=[O:21])[C:13]([CH3:20])=[CH:14][C:15]=1[C:16]([NH:29][O:28][CH2:27][CH2:26][O:25][CH:23]=[CH2:24])=[O:18], predict the reactants needed to synthesize it. The reactants are: [F:1][C:2]1[CH:7]=[C:6]([I:8])[CH:5]=[CH:4][C:3]=1[NH:9][C:10]1[N:11]([CH3:22])[C:12](=[O:21])[C:13]([CH3:20])=[CH:14][C:15]=1[C:16]([O:18]C)=O.[CH:23]([O:25][CH2:26][CH2:27][O:28][NH2:29])=[CH2:24].C[Si]([N-][Si](C)(C)C)(C)C.[Li+]. (3) Given the product [F:22][C:23]([C:26]1[CH:30]=[C:29]([NH:31][C:32]([NH:1][C:2]2[CH:21]=[CH:20][CH:19]=[C:4]([O:5][C:6]3[C:15]4[C:10](=[CH:11][C:12]([O:17][CH3:18])=[C:13]([OH:16])[CH:14]=4)[N:9]=[CH:8][N:7]=3)[CH:3]=2)=[O:33])[O:28][N:27]=1)([CH3:24])[CH3:25], predict the reactants needed to synthesize it. The reactants are: [NH2:1][C:2]1[CH:3]=[C:4]([CH:19]=[CH:20][CH:21]=1)[O:5][C:6]1[C:15]2[C:10](=[CH:11][C:12]([O:17][CH3:18])=[C:13]([OH:16])[CH:14]=2)[N:9]=[CH:8][N:7]=1.[F:22][C:23]([C:26]1[CH:30]=[C:29]([NH:31][C:32](=O)[O:33]C2C=CC(Cl)=CC=2)[O:28][N:27]=1)([CH3:25])[CH3:24]. (4) Given the product [N:30]1[CH:35]=[CH:34][N:33]=[CH:32][C:31]=1[C:36]([NH:1][C:2]1[C:3]([C:26]([O:28][CH3:29])=[O:27])=[N:4][N:5]([C:7]([C:14]2[CH:19]=[CH:18][CH:17]=[CH:16][CH:15]=2)([C:20]2[CH:21]=[CH:22][CH:23]=[CH:24][CH:25]=2)[C:8]2[CH:13]=[CH:12][CH:11]=[CH:10][CH:9]=2)[CH:6]=1)=[O:37], predict the reactants needed to synthesize it. The reactants are: [NH2:1][C:2]1[C:3]([C:26]([O:28][CH3:29])=[O:27])=[N:4][N:5]([C:7]([C:20]2[CH:25]=[CH:24][CH:23]=[CH:22][CH:21]=2)([C:14]2[CH:19]=[CH:18][CH:17]=[CH:16][CH:15]=2)[C:8]2[CH:13]=[CH:12][CH:11]=[CH:10][CH:9]=2)[CH:6]=1.[N:30]1[CH:35]=[CH:34][N:33]=[CH:32][C:31]=1[C:36](O)=[O:37].C1C=CC2N(O)N=NC=2C=1.CCN=C=NCCCN(C)C. (5) Given the product [Cl:17][C:10]1[C:9]2[C:4](=[C:5]([CH3:14])[CH:6]=[CH:7][CH:8]=2)[N:3]=[C:2]([CH3:1])[C:11]=1[CH3:12], predict the reactants needed to synthesize it. The reactants are: [CH3:1][C:2]1[C:11]([CH3:12])=[C:10](O)[C:9]2[C:4](=[C:5]([CH3:14])[CH:6]=[CH:7][CH:8]=2)[N:3]=1.O=P(Cl)(Cl)[Cl:17]. (6) Given the product [Br:11][C:4]1[C:3]2[O:12][C:18]([C:19]3([OH:27])[CH:24]4[CH2:25][CH2:26][N:21]([CH2:22][CH2:23]4)[CH2:20]3)=[CH:17][C:2]=2[CH:7]=[CH:6][CH:5]=1, predict the reactants needed to synthesize it. The reactants are: Br[C:2]1[C:7]([N+]([O-])=O)=[CH:6][CH:5]=[C:4]([Br:11])[C:3]=1[OH:12].C[Si]([C:17]#[C:18][C:19]1([OH:27])[CH:24]2[CH2:25][CH2:26][N:21]([CH2:22][CH2:23]2)[CH2:20]1)(C)C. (7) Given the product [Cl:11][C:3]1[C:2]2[N:1]=[CH:12][NH:10][C:8](=[O:9])[C:7]=2[CH:6]=[CH:5][N:4]=1, predict the reactants needed to synthesize it. The reactants are: [NH2:1][C:2]1[C:3]([Cl:11])=[N:4][CH:5]=[CH:6][C:7]=1[C:8]([NH2:10])=[O:9].[CH:12](OCC)(OCC)OCC. (8) Given the product [CH3:12][CH:7]1[C:8]2[C:3](=[C:2]([C:4]3[CH:5]=[N:6][CH:7]=[CH:8][CH:3]=3)[CH:11]=[CH:10][CH:9]=2)[CH2:4][CH2:5][NH:6]1, predict the reactants needed to synthesize it. The reactants are: Br[C:2]1[CH:11]=[CH:10][CH:9]=[C:8]2[C:3]=1[CH2:4][CH2:5][NH:6][CH:7]2[CH3:12].B(O)O. (9) Given the product [CH3:1][NH:2][C:3]1[N:8]=[C:7]([N:9]2[CH2:10][CH2:11][N:12]([CH3:15])[CH2:13][CH2:14]2)[N:6]=[C:5]([N:16]2[CH2:21][CH2:20][N:19]([CH2:22][C:23]([OH:25])=[O:24])[CH2:18][CH2:17]2)[N:4]=1, predict the reactants needed to synthesize it. The reactants are: [CH3:1][NH:2][C:3]1[N:8]=[C:7]([N:9]2[CH2:14][CH2:13][N:12]([CH3:15])[CH2:11][CH2:10]2)[N:6]=[C:5]([N:16]2[CH2:21][CH2:20][N:19]([CH2:22][C:23]([O:25]CC)=[O:24])[CH2:18][CH2:17]2)[N:4]=1.[OH-].[Na+].